Dataset: Peptide-MHC class I binding affinity with 185,985 pairs from IEDB/IMGT. Task: Regression. Given a peptide amino acid sequence and an MHC pseudo amino acid sequence, predict their binding affinity value. This is MHC class I binding data. The peptide sequence is KQLDIQYLK. The MHC is HLA-A02:19 with pseudo-sequence HLA-A02:19. The binding affinity (normalized) is 0.0847.